This data is from Forward reaction prediction with 1.9M reactions from USPTO patents (1976-2016). The task is: Predict the product of the given reaction. (1) Given the reactants [N:1]1([C:11]([C:13]2[CH:18]=[CH:17][C:16]([O:19]C)=[C:15]([C:21]([F:24])([F:23])[F:22])[CH:14]=2)=[O:12])[CH2:6][CH2:5][O:4][C:3]2[CH:7]=[N:8][CH:9]=[CH:10][C:2]1=2.B(Br)(Br)Br, predict the reaction product. The product is: [N:1]1([C:11]([C:13]2[CH:18]=[CH:17][C:16]([OH:19])=[C:15]([C:21]([F:24])([F:22])[F:23])[CH:14]=2)=[O:12])[CH2:6][CH2:5][O:4][C:3]2[CH:7]=[N:8][CH:9]=[CH:10][C:2]1=2. (2) Given the reactants [OH:1][CH2:2][CH2:3][CH2:4][CH2:5][CH2:6][CH2:7][CH2:8][CH2:9][CH2:10][CH2:11][CH2:12][O:13][C:14]1[CH:19]=[CH:18][C:17]([CH2:20][C:21]#[N:22])=[CH:16][C:15]=1[O:23][CH3:24].[O:25]1[C:30]2[CH:31]=[CH:32][C:33]([CH:35]=O)=[CH:34][C:29]=2[O:28][CH2:27][CH2:26]1, predict the reaction product. The product is: [O:25]1[C:30]2[CH:31]=[CH:32][C:33](/[CH:35]=[C:20](/[C:17]3[CH:18]=[CH:19][C:14]([O:13][CH2:12][CH2:11][CH2:10][CH2:9][CH2:8][CH2:7][CH2:6][CH2:5][CH2:4][CH2:3][CH2:2][OH:1])=[C:15]([O:23][CH3:24])[CH:16]=3)\[C:21]#[N:22])=[CH:34][C:29]=2[O:28][CH2:27][CH2:26]1. (3) Given the reactants C(C1N=C(N2CCC(F)(F)C2)C2C(=NN(CC)N=2)N=1)(C)(C)C.[F:23][C:24]([F:47])([F:46])[C@H:25]([CH3:45])[O:26][C:27]1[N:28]=[C:29]([N:36]2[CH2:40][CH2:39][C@H:38]([NH:41][C:42](=[O:44])[CH3:43])[CH2:37]2)[C:30]2[N:35]=[N:34][NH:33][C:31]=2[N:32]=1.Br[CH2:49][C:50]1[CH:55]=[CH:54][CH:53]=[CH:52][C:51]=1[S:56]([CH3:59])(=[O:58])=[O:57], predict the reaction product. The product is: [CH3:59][S:56]([C:51]1[CH:52]=[CH:53][CH:54]=[CH:55][C:50]=1[CH2:49][N:34]1[N:33]=[C:31]2[N:32]=[C:27]([O:26][C@@H:25]([CH3:45])[C:24]([F:23])([F:46])[F:47])[N:28]=[C:29]([N:36]3[CH2:40][CH2:39][C@H:38]([NH:41][C:42](=[O:44])[CH3:43])[CH2:37]3)[C:30]2=[N:35]1)(=[O:57])=[O:58]. (4) The product is: [Br:1][C:2]1[N:7]([CH3:10])[C:6](=[O:8])[C:5]([Cl:9])=[N:4][CH:3]=1. Given the reactants [Br:1][C:2]1[NH:7][C:6](=[O:8])[C:5]([Cl:9])=[N:4][CH:3]=1.[C:10](=O)([O-])[O-].[K+].[K+].CI, predict the reaction product. (5) Given the reactants C(N(CC)CC)C.Cl.O(N)C.ClC[C:14]1[N:15](CC(O)(C)C)[C:16]2[C:25]3[CH:24]=[CH:23][CH:22]=[CH:21][C:20]=3[N:19]=[C:18]([NH2:26])[C:17]=2[N:27]=1.O, predict the reaction product. The product is: [NH:15]1[C:16]2[C:25]3[CH:24]=[CH:23][CH:22]=[CH:21][C:20]=3[N:19]=[C:18]([NH2:26])[C:17]=2[N:27]=[CH:14]1. (6) Given the reactants Cl[C:2](Cl)=[CH:3][C:4]1[CH:9]=[C:8]([F:10])[CH:7]=[CH:6][C:5]=1[F:11].C([Li])CCC, predict the reaction product. The product is: [C:3]([C:4]1[CH:9]=[C:8]([F:10])[CH:7]=[CH:6][C:5]=1[F:11])#[CH:2]. (7) Given the reactants [CH2:1]1[O:9][C:8]2[C:3](=[CH:4][CH:5]=[C-:6][CH:7]=2)[O:2]1.[Mg+2].[Br-].C1(C)C=CC=CC=1.C1COCC1.[CH3:24][N:25]([CH3:38])[C:26]1(C#N)[CH2:35][CH2:34][C:29]2([O:33][CH2:32][CH2:31][O:30]2)[CH2:28][CH2:27]1.[Cl-].[NH4+].C[Si](C)(C)[Cl:43], predict the reaction product. The product is: [ClH:43].[O:2]1[C:3]2[CH:4]=[CH:5][C:6]([C:26]3([N:25]([CH3:38])[CH3:24])[CH2:35][CH2:34][C:29]4([O:33][CH2:32][CH2:31][O:30]4)[CH2:28][CH2:27]3)=[CH:7][C:8]=2[O:9][CH2:1]1. (8) The product is: [C:1]([N:8]1[CH2:12][C@@H:11]([N:13]([C:22](=[O:27])[C:23]([CH3:26])([CH3:24])[CH3:25])[CH:14]2[CH2:19][CH2:18][C:17]([CH3:21])([CH3:20])[CH2:16][CH2:15]2)[CH2:10][C@H:9]1[C:28]1[O:33][CH2:32][CH2:31][N:30]=1)([O:3][C:4]([CH3:7])([CH3:5])[CH3:6])=[O:2]. Given the reactants [C:1]([N:8]1[CH2:12][C@@H:11]([N:13]([C:22](=[O:27])[C:23]([CH3:26])([CH3:25])[CH3:24])[CH:14]2[CH2:19][CH2:18][C:17]([CH3:21])([CH3:20])[CH2:16][CH2:15]2)[CH2:10][C@H:9]1[C:28]([NH:30][CH2:31][CH2:32][OH:33])=O)([O:3][C:4]([CH3:7])([CH3:6])[CH3:5])=[O:2].CCN(C(C)C)C(C)C.C(Cl)(Cl)=O, predict the reaction product. (9) Given the reactants [NH:1]([C:3]1[N:11]=[C:10]2[C:6]([N:7]=[CH:8][NH:9]2)=[C:5]([NH:12][CH:13]2[CH2:21][C:20]3[C:15](=[CH:16][CH:17]=[CH:18][CH:19]=3)[CH2:14]2)[N:4]=1)[NH2:2].[CH3:22][C:23](=O)[CH2:24][C:25](=O)[CH3:26], predict the reaction product. The product is: [CH3:22][C:23]1[CH:24]=[C:25]([CH3:26])[N:1]([C:3]2[N:11]=[C:10]3[C:6]([N:7]=[CH:8][NH:9]3)=[C:5]([NH:12][CH:13]3[CH2:21][C:20]4[C:15](=[CH:16][CH:17]=[CH:18][CH:19]=4)[CH2:14]3)[N:4]=2)[N:2]=1.